Dataset: Forward reaction prediction with 1.9M reactions from USPTO patents (1976-2016). Task: Predict the product of the given reaction. (1) Given the reactants [Si:1]([O:8][CH:9]1[CH2:12][CH:11]([OH:13])[CH2:10]1)([C:4]([CH3:7])([CH3:6])[CH3:5])([CH3:3])[CH3:2].C(=O)(O)[O-].[Na+], predict the reaction product. The product is: [Si:1]([O:8][CH:9]1[CH2:12][C:11](=[O:13])[CH2:10]1)([C:4]([CH3:7])([CH3:6])[CH3:5])([CH3:3])[CH3:2]. (2) Given the reactants [Cl:1][C:2]1[CH:3]=[C:4]([OH:23])[CH:5]=[CH:6][C:7]=1[CH:8]([CH3:22])[C:9]([OH:21])([C:14]1[CH:19]=[CH:18][N:17]=[C:16]([CH3:20])[CH:15]=1)[C:10]([F:13])([F:12])[F:11].[H-].[Na+].[CH3:26][O:27][C:28](=[O:37])[CH2:29][N:30]1[CH:34]=[C:33]([CH2:35]Cl)[CH:32]=[N:31]1.[Na+].[I-], predict the reaction product. The product is: [CH3:26][O:27][C:28](=[O:37])[CH2:29][N:30]1[CH:34]=[C:33]([CH2:35][O:23][C:4]2[CH:5]=[CH:6][C:7]([CH:8]([CH3:22])[C:9]([OH:21])([C:14]3[CH:19]=[CH:18][N:17]=[C:16]([CH3:20])[CH:15]=3)[C:10]([F:13])([F:11])[F:12])=[C:2]([Cl:1])[CH:3]=2)[CH:32]=[N:31]1. (3) Given the reactants [NH:1]1[CH:5]=[CH:4][C:3](B(O)O)=[N:2]1.N1C2C(=CC=CC=2)C=C(B(O)O)C=1.Br[C:23]1[CH:31]=[CH:30][CH:29]=[C:28]2[C:24]=1[C:25]1([C:57]3[C:48](=[CH:49][C:50]4[O:55][CH2:54][CH2:53][O:52][C:51]=4[CH:56]=3)[O:47][CH2:46]1)[C:26](=[O:45])[N:27]2[CH:32](C1C=CC=CC=1)C1C=CC=CC=1, predict the reaction product. The product is: [CH3:32][N:27]1[C:28]2[C:24](=[C:23]([C:3]3[CH:4]=[CH:5][NH:1][N:2]=3)[CH:31]=[CH:30][CH:29]=2)[C:25]2([C:57]3[C:48](=[CH:49][C:50]4[O:55][CH2:54][CH2:53][O:52][C:51]=4[CH:56]=3)[O:47][CH2:46]2)[C:26]1=[O:45].